This data is from Full USPTO retrosynthesis dataset with 1.9M reactions from patents (1976-2016). The task is: Predict the reactants needed to synthesize the given product. (1) Given the product [CH3:1][C:2]1[N:7]=[C:6]([CH2:8][C:9]([C:11]2[CH:16]=[CH:15][N:14]=[C:13]([C:17]3[CH:22]=[CH:21][C:20]([CH2:23][N:25]4[CH2:29][CH2:28][CH2:27][CH2:26]4)=[CH:19][CH:18]=3)[CH:12]=2)=[O:10])[CH:5]=[CH:4][CH:3]=1, predict the reactants needed to synthesize it. The reactants are: [CH3:1][C:2]1[N:7]=[C:6]([CH2:8][C:9]([C:11]2[CH:16]=[CH:15][N:14]=[C:13]([C:17]3[CH:22]=[CH:21][C:20]([CH:23]=O)=[CH:19][CH:18]=3)[CH:12]=2)=[O:10])[CH:5]=[CH:4][CH:3]=1.[NH:25]1[CH2:29][CH2:28][CH2:27][CH2:26]1. (2) Given the product [ClH:1].[F:34][C:3]([F:2])([F:33])[C:4]1[CH:5]=[C:6]([CH:26]=[C:27]([C:29]([F:30])([F:31])[F:32])[CH:28]=1)[CH2:7][N:8]([CH3:25])[C:9]([C@@H:11]1[CH2:16][CH2:15][N:14]([CH:37]([CH3:38])[CH2:36][OH:35])[CH2:13][C@H:12]1[C:17]1[CH:22]=[CH:21][C:20]([F:23])=[CH:19][C:18]=1[CH3:24])=[O:10], predict the reactants needed to synthesize it. The reactants are: [ClH:1].[F:2][C:3]([F:34])([F:33])[C:4]1[CH:5]=[C:6]([CH:26]=[C:27]([C:29]([F:32])([F:31])[F:30])[CH:28]=1)[CH2:7][N:8]([CH3:25])[C:9]([C@@H:11]1[CH2:16][CH2:15][NH:14][CH2:13][C@H:12]1[C:17]1[CH:22]=[CH:21][C:20]([F:23])=[CH:19][C:18]=1[CH3:24])=[O:10].[OH:35][CH2:36][C:37](=O)[CH3:38].[BH-](OC(C)=O)(OC(C)=O)OC(C)=O.[Na+].C(=O)([O-])O.[Na+].Cl.C(OCC)(=O)C.